Dataset: Full USPTO retrosynthesis dataset with 1.9M reactions from patents (1976-2016). Task: Predict the reactants needed to synthesize the given product. (1) Given the product [C:1]([N:4]1[C:13]2[C:8](=[CH:9][C:10]([C:14]3[N:15]=[N:16][N:17]([CH2:19][CH2:20][OH:21])[CH:18]=3)=[CH:11][CH:12]=2)[C@H:7]([NH:29][C:32]2[CH:37]=[CH:36][CH:35]=[CH:34][N:33]=2)[CH2:6][C@@H:5]1[CH3:30])(=[O:3])[CH3:2], predict the reactants needed to synthesize it. The reactants are: [C:1]([N:4]1[C:13]2[C:8](=[CH:9][C:10]([C:14]3[N:15]=[N:16][N:17]([CH2:19][CH2:20][O:21][Si](C(C)(C)C)(C)C)[CH:18]=3)=[CH:11][CH:12]=2)[C@H:7]([NH2:29])[CH2:6][C@@H:5]1[CH3:30])(=[O:3])[CH3:2].Br[C:32]1[CH:37]=[CH:36][CH:35]=[CH:34][N:33]=1.CC(C)([O-])C.[Na+].C1(P(C2CCCCC2)C2C=CC=CC=2C2C(N(C)C)=CC=CC=2)CCCCC1. (2) Given the product [C:12]([O:11][C:9]([N:19]1[CH2:18][CH:17]([OH:16])[CH2:21][O:20]1)=[O:10])([CH3:13])([CH3:14])[CH3:15], predict the reactants needed to synthesize it. The reactants are: [C:9](O[C:9]([O:11][C:12]([CH3:15])([CH3:14])[CH3:13])=[O:10])([O:11][C:12]([CH3:15])([CH3:14])[CH3:13])=[O:10].[OH:16][CH:17]1[CH2:21][O:20][NH:19][CH2:18]1.C(N(CC)CC)C. (3) Given the product [CH3:54][C:55]1[C:63]([O:64][C@@H:65]2[CH2:70][CH2:69][CH2:68][C@H:67]([NH:71][C:1]3[CH:6]=[CH:5][CH:4]=[CH:3][CH:2]=3)[CH2:66]2)=[CH:62][CH:61]=[C:60]2[C:56]=1[CH:57]=[N:58][N:59]2[CH:72]1[CH2:77][CH2:76][CH2:75][CH2:74][O:73]1.[CH3:54][C:55]1[C:63]([O:64][C@@H:65]2[CH2:70][CH2:69][CH2:68][C@H:67]([N:71]([C:48]3[CH:53]=[CH:52][CH:51]=[CH:50][CH:49]=3)[C:1]3[CH:6]=[CH:5][CH:4]=[CH:3][CH:2]=3)[CH2:66]2)=[CH:62][CH:61]=[C:60]2[C:56]=1[CH:57]=[N:58][N:59]2[CH:72]1[CH2:77][CH2:76][CH2:75][CH2:74][O:73]1, predict the reactants needed to synthesize it. The reactants are: [C:1]1(P([C:1]2[CH:6]=[CH:5][CH:4]=[CH:3][CH:2]=2)[C:1]2[CH:6]=[CH:5][C:4]3[C:3](=CC=CC=3)[C:2]=2[C:1]2[C:6]3[C:5](=CC=CC=3)[CH:4]=[CH:3][C:2]=2P([C:1]2[CH:6]=[CH:5][CH:4]=[CH:3][CH:2]=2)[C:1]2[CH:6]=[CH:5][CH:4]=[CH:3][CH:2]=2)[CH:6]=[CH:5][CH:4]=[CH:3][CH:2]=1.Br[C:48]1[CH:53]=[CH:52][CH:51]=[CH:50][CH:49]=1.[CH3:54][C:55]1[C:63]([O:64][C@@H:65]2[CH2:70][CH2:69][CH2:68][C@H:67]([NH2:71])[CH2:66]2)=[CH:62][CH:61]=[C:60]2[C:56]=1[CH:57]=[N:58][N:59]2[CH:72]1[CH2:77][CH2:76][CH2:75][CH2:74][O:73]1.CC(C)([O-])C.[Na+]. (4) Given the product [CH3:62][S:63]([O:44][CH:31]([C:18]1[CH:19]=[N:20][C:21]([NH:22][C:23]2[CH:24]=[N:25][C:26]([O:29][CH3:30])=[CH:27][CH:28]=2)=[C:16]([C:11]2[N:10]=[C:9]([N:8]([CH2:7][C:6]3[CH:5]=[CH:4][C:3]([O:2][CH3:1])=[CH:55][CH:54]=3)[CH2:45][C:46]3[CH:47]=[CH:48][C:49]([O:52][CH3:53])=[CH:50][CH:51]=3)[N:14]=[C:13]([CH3:15])[N:12]=2)[CH:17]=1)[C:32]1[CH:37]=[CH:36][C:35]([S:38](=[O:40])(=[O:39])[N:41]([CH3:43])[CH3:42])=[CH:34][CH:33]=1)(=[O:65])=[O:64], predict the reactants needed to synthesize it. The reactants are: [CH3:1][O:2][C:3]1[CH:55]=[CH:54][C:6]([CH2:7][N:8]([CH2:45][C:46]2[CH:51]=[CH:50][C:49]([O:52][CH3:53])=[CH:48][CH:47]=2)[C:9]2[N:14]=[C:13]([CH3:15])[N:12]=[C:11]([C:16]3[CH:17]=[C:18]([CH:31]([OH:44])[C:32]4[CH:37]=[CH:36][C:35]([S:38]([N:41]([CH3:43])[CH3:42])(=[O:40])=[O:39])=[CH:34][CH:33]=4)[CH:19]=[N:20][C:21]=3[NH:22][C:23]3[CH:24]=[N:25][C:26]([O:29][CH3:30])=[CH:27][CH:28]=3)[N:10]=2)=[CH:5][CH:4]=1.N1C=CC=CC=1.[CH3:62][S:63](Cl)(=[O:65])=[O:64]. (5) Given the product [Cl:1][C:2]1[C:7]([F:8])=[CH:6][CH:5]=[C:4]([F:9])[C:3]=1[CH:10]([N:12]1[CH2:17][CH2:16][NH:15][C:14]2[N:18]=[CH:19][C:20]([C:33]3[CH:32]=[N:31][C:30]([N:27]4[CH2:26][CH2:25][N:24]([CH3:23])[CH2:29][CH2:28]4)=[CH:35][CH:34]=3)=[CH:21][C:13]1=2)[CH3:11], predict the reactants needed to synthesize it. The reactants are: [Cl:1][C:2]1[C:7]([F:8])=[CH:6][CH:5]=[C:4]([F:9])[C:3]=1[CH:10]([N:12]1[CH2:17][CH2:16][NH:15][C:14]2[N:18]=[CH:19][C:20](I)=[CH:21][C:13]1=2)[CH3:11].[CH3:23][N:24]1[CH2:29][CH2:28][N:27]([C:30]2[CH:35]=[CH:34][C:33](B3OC(C)(C)C(C)(C)O3)=[CH:32][N:31]=2)[CH2:26][CH2:25]1. (6) Given the product [C:1]([O:5][C:6]([NH:8][C@@:9]12[CH2:15][CH2:14][C@@:13]1([F:16])[CH2:12][N:11]([C@@H:18]([C:20]1[CH:21]=[CH:22][CH:23]=[CH:24][CH:25]=1)[CH3:19])[CH2:10]2)=[O:7])([CH3:2])([CH3:3])[CH3:4], predict the reactants needed to synthesize it. The reactants are: [C:1]([O:5][C:6]([NH:8][C@@:9]12[CH2:15][CH2:14][C@:13]1([F:16])[C:12](=O)[N:11]([C@@H:18]([C:20]1[CH:25]=[CH:24][CH:23]=[CH:22][CH:21]=1)[CH3:19])[CH2:10]2)=[O:7])([CH3:4])([CH3:3])[CH3:2].C(O)C.O.C(N(CC)CC)C. (7) Given the product [OH2:13].[NH2:6][NH2:7].[NH2:18][C:21]1[CH:30]=[CH:29][CH:28]=[C:27]2[C:22]=1[C:23](=[O:32])[NH:24][NH:25][C:26]2=[O:31], predict the reactants needed to synthesize it. The reactants are: [Na].NC1C=CC=C2C=1C(=O)[NH:6][NH:7]C2=[O:13].O.NN.[N+:18]([C:21]1[CH:30]=[CH:29][CH:28]=[C:27]2[C:22]=1[C:23](=[O:32])[NH:24][NH:25][C:26]2=[O:31])([O-])=O.O.